Dataset: Full USPTO retrosynthesis dataset with 1.9M reactions from patents (1976-2016). Task: Predict the reactants needed to synthesize the given product. (1) Given the product [C:1]([CH:5]1[CH2:6][CH2:7][C:8]2([O:12][N:11]=[C:10]([C:13]([N:26]3[CH2:27][CH2:28][N:23]([C:19]4[S:18][CH:22]=[CH:21][N:20]=4)[CH2:24][CH2:25]3)=[O:15])[CH2:9]2)[CH2:16][CH2:17]1)([CH3:2])([CH3:3])[CH3:4], predict the reactants needed to synthesize it. The reactants are: [C:1]([CH:5]1[CH2:17][CH2:16][C:8]2([O:12][N:11]=[C:10]([C:13]([OH:15])=O)[CH2:9]2)[CH2:7][CH2:6]1)([CH3:4])([CH3:3])[CH3:2].[S:18]1[CH:22]=[CH:21][N:20]=[C:19]1[N:23]1[CH2:28][CH2:27][NH:26][CH2:25][CH2:24]1.CN1CCOCC1.F[P-](F)(F)(F)(F)F.N1(OC(N(C)C)=[N+](C)C)C2C=CC=CC=2N=N1. (2) Given the product [C:1]1([C@@H:7]([N:9]2[C:10]3=[N:11][CH:12]=[CH:13][N:14]=[C:15]3[NH:16][C:34]2=[O:35])[CH3:8])[CH:6]=[CH:5][CH:4]=[CH:3][CH:2]=1.[C:27]1([C@@H:25]([NH:24][C:22]2[C:21]([NH2:33])=[N:20][CH:19]=[CH:18][N:23]=2)[CH3:26])[CH:32]=[CH:31][CH:30]=[CH:29][CH:28]=1, predict the reactants needed to synthesize it. The reactants are: [C:1]1([C@@H:7]([NH:9][C:10]2[C:15]([NH2:16])=[N:14][CH:13]=[CH:12][N:11]=2)[CH3:8])[CH:6]=[CH:5][CH:4]=[CH:3][CH:2]=1.Br[C:18]1[N:23]=[C:22]([NH:24][C@H:25]([C:27]2[CH:32]=[CH:31][CH:30]=[CH:29][CH:28]=2)[CH3:26])[C:21]([NH2:33])=[N:20][CH:19]=1.[CH:34](O)=[O:35]. (3) Given the product [N:1]([C@@H:4]1[C@@H:34]([CH3:35])[O:33][C@H:7]([S:8][C@@:9]2([CH2:31][CH3:32])[O:26][C@H:25]([CH3:27])[C@@H:24]([N:28]=[N+:29]=[N-:30])[C@H:15]([O:16][CH2:17][C:18]3[CH:23]=[CH:22][CH:21]=[CH:20][CH:19]=3)[C@@H:10]2[OH:11])[C@@H:6]([OH:36])[C@H:5]1[O:37][CH2:38][C:39]1[CH:40]=[CH:41][CH:42]=[CH:43][CH:44]=1)=[N+:2]=[N-:3], predict the reactants needed to synthesize it. The reactants are: [N:1]([C@@H:4]1[C@@H:34]([CH3:35])[O:33][C@H:7]([S:8][C@@:9]2([CH2:31][CH3:32])[O:26][C@H:25]([CH3:27])[C@@H:24]([N:28]=[N+:29]=[N-:30])[C@H:15]([O:16][CH2:17][C:18]3[CH:23]=[CH:22][CH:21]=[CH:20][CH:19]=3)[C@@H:10]2[O:11]C(=O)C)[C@@H:6]([OH:36])[C@H:5]1[O:37][CH2:38][C:39]1[CH:44]=[CH:43][CH:42]=[CH:41][CH:40]=1)=[N+:2]=[N-:3].C[O-].[Na+]. (4) The reactants are: Br[C:2]1[CH:3]=[C:4]2[C@:15]3([CH2:19][O:18][C:17]([NH2:20])=[N:16]3)[C:14]3[C:9](=[CH:10][CH:11]=[C:12](I)[CH:13]=3)[O:8][C:5]2=[N:6][CH:7]=1.IC1C=CC(O)=CC=1.[Cl:30][C:31]1[C:32]([F:40])=[C:33](B(O)O)[CH:34]=[CH:35][CH:36]=1.C[Si](C)(C)[C:43]#[C:44][C:45]1([CH3:49])[CH2:48][O:47][CH2:46]1. Given the product [Cl:30][C:31]1[C:32]([F:40])=[C:33]([C:12]2[CH:13]=[C:14]3[C@@:15]4([CH2:19][O:18][C:17]([NH2:20])=[N:16]4)[C:4]4[C:5](=[N:6][CH:7]=[C:2]([C:43]#[C:44][C:45]5([CH3:49])[CH2:48][O:47][CH2:46]5)[CH:3]=4)[O:8][C:9]3=[CH:10][CH:11]=2)[CH:34]=[CH:35][CH:36]=1, predict the reactants needed to synthesize it. (5) The reactants are: C([O:3][C:4]([C:6]1[CH:11]=[CH:10][C:9]([CH2:12][C@H:13]([NH:17][C:18](=[O:24])[O:19][C:20]([CH3:23])([CH3:22])[CH3:21])[CH2:14][CH2:15][OH:16])=[CH:8][CH:7]=1)=[CH2:5])C.[Br:25]N1C(=O)CCC1=O. Given the product [Br:25][CH2:3][C:4]([C:6]1[CH:11]=[CH:10][C:9]([CH2:12][C@H:13]([NH:17][C:18](=[O:24])[O:19][C:20]([CH3:23])([CH3:22])[CH3:21])[CH2:14][CH2:15][OH:16])=[CH:8][CH:7]=1)=[O:5], predict the reactants needed to synthesize it. (6) Given the product [C:1]([O:5][C:6]([NH:8][C:9]1[N:14]([CH3:15])[C:13](=[O:16])[N:12]([CH3:17])[C:11](=[O:18])[C:10]=1[C:25]([F:27])([F:26])[F:24])=[O:7])([CH3:4])([CH3:3])[CH3:2], predict the reactants needed to synthesize it. The reactants are: [C:1]([O:5][C:6]([NH:8][C:9]1[N:14]([CH3:15])[C:13](=[O:16])[N:12]([CH3:17])[C:11](=[O:18])[CH:10]=1)=[O:7])([CH3:4])([CH3:3])[CH3:2].S(=O)(=O)(O)O.[F:24][C:25](I)([F:27])[F:26].OO. (7) Given the product [Cl:14][CH2:10][C:7]1[CH:8]=[CH:9][C:4]2[N:3]=[CH:2][S:1][C:5]=2[CH:6]=1, predict the reactants needed to synthesize it. The reactants are: [S:1]1[C:5]2[CH:6]=[C:7]([CH2:10]O)[CH:8]=[CH:9][C:4]=2[N:3]=[CH:2]1.S(Cl)([Cl:14])=O. (8) Given the product [N:5]1[CH:6]=[CH:7][C:2]([NH:1][C:18]([NH:17][C:10]2[C:11]([Cl:16])=[CH:12][C:13]([Cl:15])=[CH:14][C:9]=2[Cl:8])=[O:19])=[CH:3][CH:4]=1, predict the reactants needed to synthesize it. The reactants are: [NH2:1][C:2]1[CH:7]=[CH:6][N:5]=[CH:4][CH:3]=1.[Cl:8][C:9]1[CH:14]=[C:13]([Cl:15])[CH:12]=[C:11]([Cl:16])[C:10]=1[N:17]=[C:18]=[O:19].